From a dataset of Reaction yield outcomes from USPTO patents with 853,638 reactions. Predict the reaction yield, written as a fraction of the theoretical maximum amount of product (1.0 means a 100% yield; for example, 0.34 means a 34% yield). The reactants are [Br:1]Br.C([O:6][CH2:7][CH2:8][S:9]([C:12]1[CH:17]=[CH:16][C:15]([O:18][CH3:19])=[CH:14][CH:13]=1)(=[O:11])=[O:10])(=O)C.[O-]S([O-])=O.[Na+].[Na+].C([O-])(O)=O.[Na+]. The catalyst is C(O)(=O)C.CC(=O)OCC. The product is [Br:1][C:14]1[CH:13]=[C:12]([S:9]([CH2:8][CH2:7][OH:6])(=[O:11])=[O:10])[CH:17]=[CH:16][C:15]=1[O:18][CH3:19]. The yield is 0.273.